This data is from TCR-epitope binding with 47,182 pairs between 192 epitopes and 23,139 TCRs. The task is: Binary Classification. Given a T-cell receptor sequence (or CDR3 region) and an epitope sequence, predict whether binding occurs between them. (1) The epitope is TLIGDCATV. The TCR CDR3 sequence is CASSLSIMASGSSYNEQFF. Result: 1 (the TCR binds to the epitope). (2) The epitope is QVPLRPMTYK. The TCR CDR3 sequence is CASSSLQQPQHF. Result: 0 (the TCR does not bind to the epitope). (3) The epitope is VLAWLYAAV. The TCR CDR3 sequence is CASQPAGDGNEQFF. Result: 1 (the TCR binds to the epitope). (4) The epitope is FLPRVFSAV. The TCR CDR3 sequence is CASSQSPGGMQYF. Result: 0 (the TCR does not bind to the epitope). (5) The epitope is FIAGLIAIV. The TCR CDR3 sequence is CASSEAWGTPLWGEKLFF. Result: 0 (the TCR does not bind to the epitope).